The task is: Predict which catalyst facilitates the given reaction.. This data is from Catalyst prediction with 721,799 reactions and 888 catalyst types from USPTO. (1) Reactant: [Cl:1][C:2]1[CH:3]=[C:4]([CH:8]([OH:27])[CH:9]([CH2:15][C:16]2[CH:21]=[CH:20][C:19]([C:22]([CH2:25][CH3:26])([CH3:24])[CH3:23])=[CH:18][CH:17]=2)[C:10]([O:12]CC)=[O:11])[CH:5]=[CH:6][CH:7]=1.[OH-].[Na+].CO.O. Product: [Cl:1][C:2]1[CH:3]=[C:4]([CH:8]([OH:27])[CH:9]([CH2:15][C:16]2[CH:17]=[CH:18][C:19]([C:22]([CH2:25][CH3:26])([CH3:23])[CH3:24])=[CH:20][CH:21]=2)[C:10]([OH:12])=[O:11])[CH:5]=[CH:6][CH:7]=1. The catalyst class is: 7. (2) Reactant: [NH2:1][S:2]([C:5]1[CH:32]=[CH:31][C:8]([CH2:9][NH:10][C:11]([C:13]2[C:14](=[O:30])[N:15]([C:20]3[CH:25]=[CH:24][CH:23]=[C:22]([C:26]([F:29])([F:28])[F:27])[CH:21]=3)[C:16]([CH3:19])=[CH:17][CH:18]=2)=[O:12])=[CH:7][CH:6]=1)(=[O:4])=[O:3].[OH-].[K+].[C:35](Cl)(=[O:37])[CH3:36].Cl. Product: [C:35]([NH:1][S:2]([C:5]1[CH:6]=[CH:7][C:8]([CH2:9][NH:10][C:11]([C:13]2[C:14](=[O:30])[N:15]([C:20]3[CH:25]=[CH:24][CH:23]=[C:22]([C:26]([F:28])([F:27])[F:29])[CH:21]=3)[C:16]([CH3:19])=[CH:17][CH:18]=2)=[O:12])=[CH:31][CH:32]=1)(=[O:3])=[O:4])(=[O:37])[CH3:36]. The catalyst class is: 34. (3) Reactant: [CH3:1][O:2][CH2:3][C:4]1[CH:9]=[CH:8][CH:7]=[CH:6][C:5]=1[N+:10]([O-])=O. The catalyst class is: 63. Product: [CH3:1][O:2][CH2:3][C:4]1[CH:9]=[CH:8][CH:7]=[CH:6][C:5]=1[NH2:10]. (4) Reactant: Br[C:2]1[CH:7]=[CH:6][CH:5]=[CH:4][C:3]=1[CH:8]([C:10]1[CH:15]=[CH:14][C:13]([N:16]([CH3:18])[CH3:17])=[CH:12][CH:11]=1)[OH:9].[Li]CCCC.[SiH:24](Cl)([CH2:27][CH3:28])[CH2:25][CH3:26]. Product: [CH2:25]([Si:24]1([CH2:27][CH3:28])[C:2]2[CH:7]=[CH:6][CH:5]=[CH:4][C:3]=2[CH:8]([C:10]2[CH:15]=[CH:14][C:13]([N:16]([CH3:18])[CH3:17])=[CH:12][CH:11]=2)[O:9]1)[CH3:26]. The catalyst class is: 1. (5) Reactant: [Si:1]([O:8][C@@H:9]1[C@@:37]2([CH3:38])[C:13](=[CH:14][CH:15]=[C:16]3[C@@H:36]2[CH2:35][CH2:34][C@@:33]2([CH3:39])[C@H:17]3[CH2:18][CH:19]=[C:20]2[C@@H:21]([S:23][C:24](OC2C=CC=CC=2)=O)[CH3:22])[CH2:12][C@@H:11]([OH:40])[CH2:10]1)([C:4]([CH3:7])([CH3:6])[CH3:5])([CH3:3])[CH3:2].Br[CH2:42][CH2:43][C:44]([CH2:48]C)([OH:47])[CH2:45][CH3:46].O1CCCC1.[OH-].[K+]. Product: [Si:1]([O:8][C@H:9]1[C@@:37]2([CH3:38])[C:13](=[CH:14][CH:15]=[C:16]3[C@@H:36]2[CH2:35][CH2:34][C@@:33]2([CH3:39])[C@H:17]3[CH2:18][CH:19]=[C:20]2[C@@H:21]([S:23][CH2:24][CH2:48][C:44]([CH2:45][CH3:46])([OH:47])[CH2:43][CH3:42])[CH3:22])[CH2:12][C@@H:11]([OH:40])[CH2:10]1)([C:4]([CH3:7])([CH3:6])[CH3:5])([CH3:3])[CH3:2]. The catalyst class is: 5.